The task is: Predict the reactants needed to synthesize the given product.. This data is from Full USPTO retrosynthesis dataset with 1.9M reactions from patents (1976-2016). (1) The reactants are: CO[C:3]([C:5]1[S:6][C:7]([C:13]2[CH:18]=[CH:17][C:16]([Cl:19])=[CH:15][CH:14]=2)=[CH:8][C:9]=1[CH2:10][CH2:11][OH:12])=O.O.C1(C)C=CC(S(O)(=O)=[O:28])=CC=1. Given the product [Cl:19][C:16]1[CH:17]=[CH:18][C:13]([C:7]2[S:6](=[O:28])[C:5]3[CH2:3][O:12][CH2:11][CH2:10][C:9]=3[CH:8]=2)=[CH:14][CH:15]=1, predict the reactants needed to synthesize it. (2) Given the product [IH:1].[Cl:18][C:19]1[CH:20]=[CH:21][C:22]([C:25]2[CH:26]=[CH:27][C:28]([C:31]#[C:32][C:2]3[CH:3]=[C:4]4[C:8](=[CH:9][CH:10]=3)[N:7]([CH2:11][CH2:12][N:13]3[CH2:17][CH2:16][CH2:15][CH2:14]3)[N:6]=[CH:5]4)=[N:29][CH:30]=2)=[CH:23][CH:24]=1, predict the reactants needed to synthesize it. The reactants are: [I:1][C:2]1[CH:3]=[C:4]2[C:8](=[CH:9][CH:10]=1)[N:7]([CH2:11][CH2:12][N:13]1[CH2:17][CH2:16][CH2:15][CH2:14]1)[N:6]=[CH:5]2.[Cl:18][C:19]1[CH:24]=[CH:23][C:22]([C:25]2[CH:26]=[CH:27][C:28]([C:31]#[CH:32])=[N:29][CH:30]=2)=[CH:21][CH:20]=1. (3) Given the product [C:19]([C:13]1[CH:12]=[C:11]2[C:16]([C:17](=[O:18])[C:8]([C:4]3[CH:5]=[CH:6][CH:7]=[C:2]([B:23]4[O:27][C:26]([CH3:29])([CH3:28])[C:25]([CH3:31])([CH3:30])[O:24]4)[CH:3]=3)=[CH:9][NH:10]2)=[CH:15][CH:14]=1)([CH3:22])([CH3:21])[CH3:20], predict the reactants needed to synthesize it. The reactants are: Br[C:2]1[CH:3]=[C:4]([C:8]2[C:17](=[O:18])[C:16]3[C:11](=[CH:12][C:13]([C:19]([CH3:22])([CH3:21])[CH3:20])=[CH:14][CH:15]=3)[NH:10][CH:9]=2)[CH:5]=[CH:6][CH:7]=1.[B:23]1([B:23]2[O:27][C:26]([CH3:29])([CH3:28])[C:25]([CH3:31])([CH3:30])[O:24]2)[O:27][C:26]([CH3:29])([CH3:28])[C:25]([CH3:31])([CH3:30])[O:24]1.C([O-])(=O)C.[K+].ClCCl. (4) Given the product [CH2:1]([O:3][C:4]([C:6]1([CH2:9][N:10]([CH2:11][C:12]2[CH:13]=[CH:14][C:15]([F:18])=[CH:16][CH:17]=2)[C:24](=[O:25])[CH2:23][C:22](=[O:27])[CH2:30][CH2:29][CH3:33])[CH2:8][CH2:7]1)=[O:5])[CH3:2], predict the reactants needed to synthesize it. The reactants are: [CH2:1]([O:3][C:4]([C:6]1([CH2:9][NH:10][CH2:11][C:12]2[CH:17]=[CH:16][C:15]([F:18])=[CH:14][CH:13]=2)[CH2:8][CH2:7]1)=[O:5])[CH3:2].C(O[C:22](=[O:27])[CH2:23][C:24](Cl)=[O:25])C.O.[CH2:29]1[CH2:33]OC[CH2:30]1.